Dataset: Full USPTO retrosynthesis dataset with 1.9M reactions from patents (1976-2016). Task: Predict the reactants needed to synthesize the given product. (1) Given the product [CH2:30]([NH:22][CH2:23][C:24]1[CH:29]=[CH:28][CH:27]=[CH:26][CH:25]=1)[C:31]1[CH:36]=[CH:35][CH:34]=[CH:33][CH:32]=1, predict the reactants needed to synthesize it. The reactants are: OC1C=CC=C2C=1N=CC=C2.C(=O)([O-])[O-].[K+].[K+].Cl.ClCC[N:22]([CH2:30][C:31]1[CH:36]=[CH:35][CH:34]=[CH:33][CH:32]=1)[CH2:23][C:24]1[CH:29]=[CH:28][CH:27]=[CH:26][CH:25]=1. (2) Given the product [CH3:20][NH:19][C@@H:12]1[C:13]2[CH:14]=[CH:15][CH:16]=[CH:17][C:18]=2[C@H:9]([C:4]2[CH:5]=[CH:6][C:7]([Cl:8])=[C:2]([Cl:1])[CH:3]=2)[CH2:10][CH2:11]1, predict the reactants needed to synthesize it. The reactants are: [Cl:1][C:2]1[CH:3]=[C:4]([CH:9]2[C:18]3[C:13](=[CH:14][CH:15]=[CH:16][CH:17]=3)[C:12](=[N:19][CH3:20])[CH2:11][CH2:10]2)[CH:5]=[CH:6][C:7]=1[Cl:8].C(OCC)(=O)C.[H][H]. (3) Given the product [CH2:4]=[O:5].[C:1]1([OH:2])[CH:12]=[CH:11][CH:10]=[CH:9][CH:8]=1.[NH2:3][C:4]([NH2:6])=[O:5], predict the reactants needed to synthesize it. The reactants are: [CH2:1]=[O:2].[NH2:3][C:4]([NH2:6])=[O:5].N1[CH:12]=[CH:11][CH:10]=[CH:9][CH:8]=1. (4) Given the product [Cl:30][C:27]1[CH:28]=[CH:29][C:24]([O:23][C@H:21]([C@@H:10]2[C@@H:11]([C:13]3[CH:18]=[CH:17][C:16]([Cl:19])=[C:15]([F:20])[CH:14]=3)[CH2:12][NH:8][CH2:9]2)[CH3:22])=[N:25][CH:26]=1, predict the reactants needed to synthesize it. The reactants are: C([N:8]1[CH2:12][C@H:11]([C:13]2[CH:18]=[CH:17][C:16]([Cl:19])=[C:15]([F:20])[CH:14]=2)[C@@H:10]([C@@H:21]([O:23][C:24]2[CH:29]=[CH:28][C:27]([Cl:30])=[CH:26][N:25]=2)[CH3:22])[CH2:9]1)C1C=CC=CC=1.ClC(OC(Cl)C)=O.CCN(C(C)C)C(C)C. (5) Given the product [C:21]([Si:18]([O:10][C:3]1[CH:4]=[C:5]([O:8][CH3:9])[CH:6]=[CH:7][C:2]=1[F:1])([CH3:20])[CH3:19])([CH3:24])([CH3:23])[CH3:22], predict the reactants needed to synthesize it. The reactants are: [F:1][C:2]1[CH:7]=[CH:6][C:5]([O:8][CH3:9])=[CH:4][C:3]=1[OH:10].C(N(CC)CC)C.[Si:18](Cl)([C:21]([CH3:24])([CH3:23])[CH3:22])([CH3:20])[CH3:19].[OH-].[Na+].